Dataset: Reaction yield outcomes from USPTO patents with 853,638 reactions. Task: Predict the reaction yield, written as a fraction of the theoretical maximum amount of product (1.0 means a 100% yield; for example, 0.34 means a 34% yield). The reactants are [OH:1][N:2]1[C:7]([CH3:9])([CH3:8])[CH2:6][CH2:5][CH2:4][C:3]1([CH3:11])[CH3:10].N(OC(C)(C)C)=O.N[C:20]1[CH:25]=[CH:24][CH:23]=[CH:22][CH:21]=1. The catalyst is [Cu](F)F.C(#N)C. The product is [O:1]([N:2]1[C:7]([CH3:9])([CH3:8])[CH2:6][CH2:5][CH2:4][C:3]1([CH3:11])[CH3:10])[C:20]1[CH:25]=[CH:24][CH:23]=[CH:22][CH:21]=1. The yield is 0.430.